Dataset: Full USPTO retrosynthesis dataset with 1.9M reactions from patents (1976-2016). Task: Predict the reactants needed to synthesize the given product. Given the product [F:1][C:2]1([F:17])[CH2:6][CH2:5][CH:4]([C:7]([OH:9])=[O:8])[CH2:3]1, predict the reactants needed to synthesize it. The reactants are: [F:1][C:2]1([F:17])[CH2:6][CH2:5][CH:4]([C:7]([O:9]CC2C=CC=CC=2)=[O:8])[CH2:3]1.